Dataset: Catalyst prediction with 721,799 reactions and 888 catalyst types from USPTO. Task: Predict which catalyst facilitates the given reaction. (1) Reactant: C1N=CN(C(N2C=NC=C2)=O)C=1.[C:13](O)(=[O:16])[C:14]#[CH:15].[C:18]([O:21][CH2:22][CH2:23][C:24]1[CH:29]=[C:28]([F:30])[C:27]([NH:31][C:32]([NH2:44])=[CH:33][C:34]([C:36]2[CH:41]=[CH:40][C:39]([F:42])=[CH:38][C:37]=2[F:43])=[O:35])=[C:26]([F:45])[CH:25]=1)(=[O:20])[CH3:19]. Product: [C:18]([O:21][CH2:22][CH2:23][C:24]1[CH:25]=[C:26]([F:45])[C:27]([N:31]2[C:32]([NH2:44])=[C:33]([C:34](=[O:35])[C:36]3[CH:41]=[CH:40][C:39]([F:42])=[CH:38][C:37]=3[F:43])[CH:15]=[CH:14][C:13]2=[O:16])=[C:28]([F:30])[CH:29]=1)(=[O:20])[CH3:19]. The catalyst class is: 1. (2) Reactant: [C:1](=[O:12])(OC(Cl)(Cl)Cl)OC(Cl)(Cl)Cl.[NH2:13][C:14]1[CH:15]=[C:16]([CH:33]=[CH:34][C:35]=1[F:36])[O:17][C:18]1[N:23]=[C:22]2[S:24][C:25]([NH:27][C:28]([CH:30]3[CH2:32][CH2:31]3)=[O:29])=[N:26][C:21]2=[CH:20][CH:19]=1.C(N(CC)CC)C.[F:44][C:45]([F:55])([F:54])[C:46]1[CH:51]=[CH:50][CH:49]=[CH:48][C:47]=1[CH2:52][NH2:53]. Product: [F:36][C:35]1[CH:34]=[CH:33][C:16]([O:17][C:18]2[N:23]=[C:22]3[S:24][C:25]([NH:27][C:28]([CH:30]4[CH2:32][CH2:31]4)=[O:29])=[N:26][C:21]3=[CH:20][CH:19]=2)=[CH:15][C:14]=1[NH:13][C:1](=[O:12])[NH:53][CH2:52][C:47]1[CH:48]=[CH:49][CH:50]=[CH:51][C:46]=1[C:45]([F:44])([F:54])[F:55]. The catalyst class is: 54.